From a dataset of Full USPTO retrosynthesis dataset with 1.9M reactions from patents (1976-2016). Predict the reactants needed to synthesize the given product. (1) The reactants are: C([O:3][C:4](=[O:29])/[CH:5]=[CH:6]/[C:7]1[CH:8]=[N:9][N:10]2[CH:15]=[CH:14][C:13]([N:16]3[CH2:20][CH2:19][CH2:18][CH:17]3[C:21]3[CH:26]=[C:25]([F:27])[CH:24]=[CH:23][C:22]=3[F:28])=[N:12][C:11]=12)C.[Li+].[OH-]. Given the product [F:28][C:22]1[CH:23]=[CH:24][C:25]([F:27])=[CH:26][C:21]=1[CH:17]1[CH2:18][CH2:19][CH2:20][N:16]1[C:13]1[CH:14]=[CH:15][N:10]2[N:9]=[CH:8][C:7](/[CH:6]=[CH:5]/[C:4]([OH:29])=[O:3])=[C:11]2[N:12]=1, predict the reactants needed to synthesize it. (2) Given the product [NH2:25][CH2:24][C:20]1[CH:19]=[C:18]([C:15]2[CH:16]=[CH:17][C:12]([CH2:11][S:8]([CH2:7][C:4]3[NH:3][C:2](=[O:1])[NH:6][N:5]=3)(=[O:9])=[O:10])=[CH:13][CH:14]=2)[CH:23]=[CH:22][CH:21]=1, predict the reactants needed to synthesize it. The reactants are: [O:1]=[C:2]1[NH:6][N:5]=[C:4]([CH2:7][S:8]([CH2:11][C:12]2[CH:17]=[CH:16][C:15]([C:18]3[CH:23]=[CH:22][CH:21]=[C:20]([C:24]#[N:25])[CH:19]=3)=[CH:14][CH:13]=2)(=[O:10])=[O:9])[NH:3]1.N.CO. (3) Given the product [ClH:21].[NH2:6][C:7]1([CH3:19])[CH2:10][CH:9]([NH:11][C:12](=[O:18])[O:13][C:14]([CH3:16])([CH3:15])[CH3:17])[CH2:8]1, predict the reactants needed to synthesize it. The reactants are: CC(C)(S([NH:6][C:7]1([CH3:19])[CH2:10][CH:9]([NH:11][C:12](=[O:18])[O:13][C:14]([CH3:17])([CH3:16])[CH3:15])[CH2:8]1)=O)C.[ClH:21]. (4) The reactants are: C[O:2][C:3]1[CH:23]=[CH:22][C:6]2[O:7][CH2:8][C:9]3[CH:21]=[CH:20][CH:19]=[CH:18][C:10]=3[CH:11]([CH2:12][CH2:13][CH2:14][N:15]([CH3:17])[CH3:16])[C:5]=2[CH:4]=1.I. Given the product [OH:2][C:3]1[CH:23]=[CH:22][C:6]2[O:7][CH2:8][C:9]3[CH:21]=[CH:20][CH:19]=[CH:18][C:10]=3/[C:11](=[CH:12]/[CH2:13][CH2:14][N:15]([CH3:17])[CH3:16])/[C:5]=2[CH:4]=1, predict the reactants needed to synthesize it.